Predict the reaction yield, written as a fraction of the theoretical maximum amount of product (1.0 means a 100% yield; for example, 0.34 means a 34% yield). From a dataset of Reaction yield outcomes from USPTO patents with 853,638 reactions. The reactants are [Cl:1][C:2]1[CH:3]=[C:4]([CH:9]2[C:18]3[C:13](=[CH:14][CH:15]=[CH:16][CH:17]=3)[C:12](=[N:19][CH3:20])[CH2:11][CH2:10]2)[CH:5]=[CH:6][C:7]=1[Cl:8].ClC1C=CC=CC=1C.[H][H]. The catalyst is [Ni].CO. The product is [CH3:20][NH:19][C@@H:12]1[C:13]2[CH:14]=[CH:15][CH:16]=[CH:17][C:18]=2[C@H:9]([C:4]2[CH:5]=[CH:6][C:7]([Cl:8])=[C:2]([Cl:1])[CH:3]=2)[CH2:10][CH2:11]1. The yield is 0.00760.